This data is from Catalyst prediction with 721,799 reactions and 888 catalyst types from USPTO. The task is: Predict which catalyst facilitates the given reaction. (1) Reactant: [C:1]([C:3]1([OH:18])[C:14]([CH3:16])([CH3:15])[CH2:13][C:6]2([O:10][CH:9]([CH3:11])[CH:8]([CH3:12])[O:7]2)[CH:5]=[C:4]1[CH3:17])#[CH:2].ClCCl.N1C(C)=CC=CC=1C.FC(F)(F)S(O[Si:36]([CH2:41][CH3:42])([CH2:39][CH3:40])[CH2:37][CH3:38])(=O)=O. Product: [C:1]([C:3]1([O:18][Si:36]([CH2:41][CH3:42])([CH2:39][CH3:40])[CH2:37][CH3:38])[C:14]([CH3:16])([CH3:15])[CH2:13][C:6]2([O:7][CH:8]([CH3:12])[CH:9]([CH3:11])[O:10]2)[CH:5]=[C:4]1[CH3:17])#[CH:2]. The catalyst class is: 6. (2) Reactant: C([C:3]1[N:8]=[C:7]2[C:9]([C:19](=[O:28])[NH:20][C@H:21]3[CH2:26][CH2:25][CH2:24][CH2:23][C@@H:22]3[OH:27])=[CH:10][N:11]([C:12](OC(C)(C)C)=O)[C:6]2=[CH:5][CH:4]=1)#N.BrC[C:31]1[CH:36]=[CH:35][CH:34]=[C:33]([F:37])[CH:32]=1.C(=O)([O-])[O-].[Cs+].[Cs+].CN(C=O)C. Product: [F:37][C:33]1[CH:32]=[C:31]([CH:36]=[CH:35][CH:34]=1)[CH2:12][N:11]1[C:6]2[C:7](=[N:8][CH:3]=[CH:4][CH:5]=2)[C:9]([C:19]([NH:20][C@H:21]2[CH2:26][CH2:25][CH2:24][CH2:23][C@@H:22]2[OH:27])=[O:28])=[CH:10]1. The catalyst class is: 5. (3) Reactant: Br[C:2]1[C:3]([F:15])=[C:4]([N:9]2[CH2:13][CH2:12][CH2:11][C:10]2=[O:14])[CH:5]=[CH:6][C:7]=1[F:8].CCN(C(C)C)C(C)C.CC1(C)C2C(=C(P(C3C=CC=CC=3)C3C=CC=CC=3)C=CC=2)OC2C(P(C3C=CC=CC=3)C3C=CC=CC=3)=CC=CC1=2.[C:67]1([CH2:73][SH:74])[CH:72]=[CH:71][CH:70]=[CH:69][CH:68]=1. Product: [CH2:73]([S:74][C:2]1[C:3]([F:15])=[C:4]([N:9]2[CH2:13][CH2:12][CH2:11][C:10]2=[O:14])[CH:5]=[CH:6][C:7]=1[F:8])[C:67]1[CH:72]=[CH:71][CH:70]=[CH:69][CH:68]=1. The catalyst class is: 62. (4) Reactant: [CH3:1][O:2][C:3]1[CH:12]=[C:11]2[C:6]([CH2:7][CH2:8][CH:9]=[C:10]2[C:13]([O:15][CH3:16])=[O:14])=[CH:5][CH:4]=1. Product: [CH3:1][O:2][C:3]1[CH:12]=[C:11]2[C:6]([CH2:7][CH2:8][CH2:9][CH:10]2[C:13]([O:15][CH3:16])=[O:14])=[CH:5][CH:4]=1. The catalyst class is: 45. (5) Reactant: [CH3:1][O:2][C:3]1[CH:18]=[CH:17][C:6]([O:7][C:8]2[CH:9]=[C:10]3[C:14](=[CH:15][CH:16]=2)[NH:13][N:12]=[CH:11]3)=[CH:5][CH:4]=1.[F:19][C:20]1[CH:25]=[CH:24][C:23](Br)=[CH:22][CH:21]=1.C(=O)([O-])[O-].[K+].[K+].CN(C)C(=O)C. Product: [F:19][C:20]1[CH:25]=[CH:24][C:23]([N:13]2[C:14]3[C:10](=[CH:9][C:8]([O:7][C:6]4[CH:17]=[CH:18][C:3]([O:2][CH3:1])=[CH:4][CH:5]=4)=[CH:16][CH:15]=3)[CH:11]=[N:12]2)=[CH:22][CH:21]=1. The catalyst class is: 6. (6) Reactant: B(Br)(Br)Br.[Cl:5][C:6]1[C:7]([CH2:15][O:16]C)=[N:8][C:9]([S:13][CH3:14])=[N:10][C:11]=1[CH3:12].O. Product: [Cl:5][C:6]1[C:7]([CH2:15][OH:16])=[N:8][C:9]([S:13][CH3:14])=[N:10][C:11]=1[CH3:12]. The catalyst class is: 2. (7) Reactant: [C:1]([O:5][C:6]([N:8]1[CH2:13][CH2:12][O:11][C@@H:10]([C:14]2[CH:19]=[CH:18][C:17]([NH:20][C:21]3[CH:26]=[CH:25][C:24]([Cl:27])=[CH:23][CH:22]=3)=[CH:16][CH:15]=2)[CH2:9]1)=[O:7])([CH3:4])([CH3:3])[CH3:2].[H-].[Na+].I[CH3:31].[Na+].[Cl-]. Product: [C:1]([O:5][C:6]([N:8]1[CH2:13][CH2:12][O:11][C@@H:10]([C:14]2[CH:19]=[CH:18][C:17]([N:20]([C:21]3[CH:22]=[CH:23][C:24]([Cl:27])=[CH:25][CH:26]=3)[CH3:31])=[CH:16][CH:15]=2)[CH2:9]1)=[O:7])([CH3:4])([CH3:2])[CH3:3]. The catalyst class is: 3. (8) Reactant: [S:1]1(=[O:13])(=[O:12])[C:7]2[CH:8]=[CH:9][NH:10][C:6]=2[C:5](=[O:11])[CH2:4][CH2:3][NH:2]1.Cl[CH2:15][CH2:16][CH2:17][N:18]1[CH2:23][CH2:22][N:21]([C:24]2[CH:29]=[CH:28][C:27]([F:30])=[CH:26][CH:25]=2)[CH2:20][CH2:19]1.C(=O)([O-])[O-].[K+].[K+]. Product: [F:30][C:27]1[CH:26]=[CH:25][C:24]([N:21]2[CH2:20][CH2:19][N:18]([CH2:17][CH2:16][CH2:15][N:10]3[C:6]4[C:5](=[O:11])[CH2:4][CH2:3][NH:2][S:1](=[O:13])(=[O:12])[C:7]=4[CH:8]=[CH:9]3)[CH2:23][CH2:22]2)=[CH:29][CH:28]=1. The catalyst class is: 12. (9) Reactant: O=C1CCC(=O)N1O[C:9]([NH:11][C:12]1[CH:28]=[CH:27][C:15]([O:16][CH2:17][CH2:18][NH:19]C(=O)OC(C)(C)C)=[C:14]([C:29]2[N:33]([CH3:34])[N:32]=[CH:31][CH:30]=2)[CH:13]=1)=[O:10].CN(C)C=O.[CH2:40]1[C:49]2[C:44](=[CH:45][CH:46]=[CH:47][CH:48]=2)[CH2:43][CH2:42][NH:41]1.Cl.CCOCC. Product: [NH2:19][CH2:18][CH2:17][O:16][C:15]1[CH:27]=[CH:28][C:12]([NH:11][C:9]([N:41]2[CH2:42][CH2:43][C:44]3[C:49](=[CH:48][CH:47]=[CH:46][CH:45]=3)[CH2:40]2)=[O:10])=[CH:13][C:14]=1[C:29]1[N:33]([CH3:34])[N:32]=[CH:31][CH:30]=1. The catalyst class is: 33.